This data is from Peptide-MHC class I binding affinity with 185,985 pairs from IEDB/IMGT. The task is: Regression. Given a peptide amino acid sequence and an MHC pseudo amino acid sequence, predict their binding affinity value. This is MHC class I binding data. The peptide sequence is ITMSAEVAEL. The MHC is Mamu-B8301 with pseudo-sequence Mamu-B8301. The binding affinity (normalized) is 0.219.